From a dataset of Forward reaction prediction with 1.9M reactions from USPTO patents (1976-2016). Predict the product of the given reaction. (1) Given the reactants [NH:1]1[CH2:6][CH2:5][C:4]2([C:10]3[CH:11]=[CH:12][C:13]([OH:15])=[CH:14][C:9]=3[O:8][CH2:7]2)[CH2:3][CH2:2]1.[C:16]([O:21][C:22]([CH3:25])([CH3:24])[CH3:23])(=[O:20])[C:17]([CH3:19])=[CH2:18].C1CCN2C(=NCCC2)CC1, predict the reaction product. The product is: [OH:15][C:13]1[CH:12]=[CH:11][C:10]2[C:4]3([CH2:7][O:8][C:9]=2[CH:14]=1)[CH2:5][CH2:6][N:1]([CH2:18][CH:17]([CH3:19])[C:16]([O:21][C:22]([CH3:25])([CH3:24])[CH3:23])=[O:20])[CH2:2][CH2:3]3. (2) The product is: [CH2:33]([O:32][C:30]([N:26]1[CH2:25][CH2:24][CH:23]([NH:22][C:20](=[O:21])[CH2:19][C:16]2[CH:15]=[CH:14][C:13]([N:10]3[CH2:11][CH2:12][C@H:8]([N:4]4[CH2:5][CH2:6][CH2:7][C@@H:3]4[CH3:2])[CH2:9]3)=[CH:18][CH:17]=2)[CH2:28][CH2:27]1)=[O:31])[CH3:34]. Given the reactants Cl.[CH3:2][C@H:3]1[CH2:7][CH2:6][CH2:5][N:4]1[C@H:8]1[CH2:12][CH2:11][N:10]([C:13]2[CH:18]=[CH:17][C:16]([CH2:19][C:20]([NH:22][CH:23]3[CH2:28][CH2:27][NH:26][CH2:25][CH2:24]3)=[O:21])=[CH:15][CH:14]=2)[CH2:9]1.Cl[C:30]([O:32][CH2:33][CH3:34])=[O:31].C([O-])([O-])=O.[K+].[K+].N, predict the reaction product. (3) Given the reactants [H-].[Na+].CO[C:5](=[O:16])[CH2:6][CH2:7][C:8]1[CH:9]=[N:10][C:11]([O:14][CH3:15])=[CH:12][CH:13]=1.[CH:17](OC)=O.[NH2:21][C:22]([NH2:24])=[S:23], predict the reaction product. The product is: [CH3:15][O:14][C:11]1[N:10]=[CH:9][C:8]([CH2:7][C:6]2[C:5](=[O:16])[NH:21][C:22](=[S:23])[NH:24][CH:17]=2)=[CH:13][CH:12]=1. (4) Given the reactants [F:1][C:2]1[CH:3]=[C:4]([CH:6]=[CH:7][C:8]=1[O:9][C:10]1[CH:15]=[CH:14][N:13]=[C:12]2[CH:16]=[C:17](I)[S:18][C:11]=12)[NH2:5].[CH3:20][NH:21][C:22]([C:24]1[CH:29]=[CH:28][C:27](B(O)O)=[CH:26][CH:25]=1)=[O:23], predict the reaction product. The product is: [NH2:5][C:4]1[CH:6]=[CH:7][C:8]([O:9][C:10]2[CH:15]=[CH:14][N:13]=[C:12]3[CH:16]=[C:17]([C:27]4[CH:28]=[CH:29][C:24]([C:22]([NH:21][CH3:20])=[O:23])=[CH:25][CH:26]=4)[S:18][C:11]=23)=[C:2]([F:1])[CH:3]=1. (5) Given the reactants [C:1]([O:4][C@@H:5]1[C@H:9]([O:10][C:11](=[O:13])[CH3:12])[C@@H:8]([CH2:14][O:15][C:16](=[O:18])[CH3:17])[O:7][C@H:6]1[N:19]1[CH:27]=[N:26][C:25]2[C:20]1=[N:21][CH:22]=[N:23][C:24]=2Cl)(=[O:3])[CH3:2].[OH:29][C:30]1[CH:35]=[CH:34][N:33]=[CH:32][CH:31]=1.CCN(C(C)C)C(C)C, predict the reaction product. The product is: [C:1]([O:4][C@@H:5]1[C@H:9]([O:10][C:11](=[O:13])[CH3:12])[C@@H:8]([CH2:14][O:15][C:16](=[O:18])[CH3:17])[O:7][C@H:6]1[N:19]1[CH:27]=[N:26][C:25]2[C:20]1=[N:21][CH:22]=[N:23][C:24]=2[N:33]1[CH:34]=[CH:35][C:30](=[O:29])[CH:31]=[CH:32]1)(=[O:3])[CH3:2].